From a dataset of Full USPTO retrosynthesis dataset with 1.9M reactions from patents (1976-2016). Predict the reactants needed to synthesize the given product. (1) Given the product [F:19][C:20]1[CH:21]=[C:22]([C:27]2[CH:28]=[CH:29][C:30]3[N:31]([C:33]([CH2:36][NH:37][C:38]4[C:47]5[C:42](=[CH:43][C:44]([O:48][CH2:49][C@H:50]6[CH2:54][CH2:53][CH2:52][NH:51]6)=[CH:45][N:46]=5)[N:41]=[CH:40][CH:39]=4)=[N:34][N:35]=3)[N:32]=2)[CH:23]=[C:24]([F:26])[CH:25]=1, predict the reactants needed to synthesize it. The reactants are: N1CCCC1COC1C=C2C(C(N)=CC=N2)=NC=1.[F:19][C:20]1[CH:21]=[C:22]([C:27]2[CH:28]=[CH:29][C:30]3[N:31]([C:33]([CH2:36][NH:37][C:38]4[CH:39]=[CH:40][N:41]=[C:42]5[C:47]=4[N:46]=[CH:45][C:44]([O:48][CH2:49][C@H:50]4[CH2:54][CH2:53][CH2:52][N:51]4C(OC(C)(C)C)=O)=[CH:43]5)=[N:34][N:35]=3)[N:32]=2)[CH:23]=[C:24]([F:26])[CH:25]=1.COC1C=C2C(C(OCC3N4N=C(C5C=NC(N6CCNCC6)=CC=5)C=CC4=NN=3)=CC=N2)=CC=1. (2) The reactants are: CC(OC([N:8]1[CH2:13][CH2:12][C:11]([C:17]2[CH:22]=[CH:21][CH:20]=[CH:19][CH:18]=2)([C:14]([OH:16])=[O:15])[CH2:10][CH2:9]1)=O)(C)C.[H][H].[ClH:25]. Given the product [ClH:25].[CH:17]1([C:11]2([C:14]([OH:16])=[O:15])[CH2:10][CH2:9][NH:8][CH2:13][CH2:12]2)[CH2:18][CH2:19][CH2:20][CH2:21][CH2:22]1, predict the reactants needed to synthesize it. (3) Given the product [C:1]([O:5][C:6]([N:8]1[CH2:13][CH2:12][N:11]([C:14]([O:16][CH2:17][C:18]2[CH:19]=[CH:20][CH:21]=[CH:22][CH:23]=2)=[O:15])[CH2:10][C@H:9]1[CH2:24][OH:25])=[O:7])([CH3:4])([CH3:3])[CH3:2], predict the reactants needed to synthesize it. The reactants are: [C:1]([O:5][C:6]([N:8]1[CH2:13][CH2:12][N:11]([C:14]([O:16][CH2:17][C:18]2[CH:23]=[CH:22][CH:21]=[CH:20][CH:19]=2)=[O:15])[CH2:10][C@H:9]1[C:24](OCC)=[O:25])=[O:7])([CH3:4])([CH3:3])[CH3:2].[BH4-].[Li+].Cl.[Cl-].[Na+]. (4) Given the product [CH3:1][S:2]([C:5]1[N:6]=[CH:7][C:8]([N:11]2[CH2:14][C:13]3([CH2:19][CH2:18][NH:17][CH2:16][CH2:15]3)[CH2:12]2)=[N:9][CH:10]=1)(=[O:4])=[O:3], predict the reactants needed to synthesize it. The reactants are: [CH3:1][S:2]([C:5]1[N:6]=[CH:7][C:8]([N:11]2[CH2:14][C:13]3([CH2:19][CH2:18][N:17](C(OC(C)(C)C)=O)[CH2:16][CH2:15]3)[CH2:12]2)=[N:9][CH:10]=1)(=[O:4])=[O:3].Cl. (5) Given the product [ClH:42].[C:2]1([NH:1][C:8]([NH:10][CH2:11][CH2:12][N:13]2[C:21]3[CH:20]=[CH:19][CH:18]=[CH:17][C:16]=3[C:15]3[CH2:22][CH2:23][NH:24][CH2:25][CH2:26][C:14]2=3)=[O:9])[CH:7]=[CH:6][CH:5]=[CH:4][CH:3]=1, predict the reactants needed to synthesize it. The reactants are: [NH:1]([C:8]([NH:10][CH2:11][CH2:12][N:13]1[C:21]2[CH:20]=[CH:19][CH:18]=[CH:17][C:16]=2[C:15]2[CH2:22][CH2:23][N:24](C(OC(C)(C)C)=O)[CH2:25][CH2:26][C:14]1=2)=[O:9])[C:2]1[CH:7]=[CH:6][CH:5]=[CH:4][CH:3]=1.C(C(O)=O)(F)(F)F.C(Cl)[Cl:42]. (6) The reactants are: Br[CH2:2][C:3]1[C:4]2[CH:11]=[C:10]([Cl:12])[CH:9]=[CH:8][C:5]=2[S:6][CH:7]=1.Cl[C:14]1[CH:34]=[CH:33][CH:32]=[C:31](C)[C:15]=1[CH2:16][N:17]1[C:25]2[C:20](=[CH:21][CH:22]=[C:23]([CH2:26][C:27]([OH:29])=[O:28])[CH:24]=2)[C:19]([CH3:30])=[N:18]1. Given the product [Cl:12][C:10]1[CH:9]=[CH:8][C:5]2[S:6][CH:7]=[C:3]([CH2:2][N:17]3[C:25]4[C:20](=[CH:21][CH:22]=[C:23]([CH2:26][C:27]([OH:29])=[O:28])[CH:24]=4)[C:19]([CH3:30])=[N:18]3)[C:4]=2[CH:11]=1.[CH2:16]([N:17]1[C:25]2[C:20](=[CH:21][CH:22]=[C:23]([CH2:26][C:27]([OH:29])=[O:28])[CH:24]=2)[CH:19]=[CH:30]1)[C:15]1[CH:14]=[CH:34][CH:33]=[CH:32][CH:31]=1, predict the reactants needed to synthesize it. (7) Given the product [N:1]([O:3][CH2:4][CH3:5])=[O:2].[N:1]([O:11][CH2:8][CH2:9][CH3:10])=[O:2].[N:1]([O:3][CH2:4][CH2:8][CH2:9][CH3:10])=[O:2], predict the reactants needed to synthesize it. The reactants are: [N:1]([O:3][CH3:4])=[O:2].[CH2:5](O)C.[CH2:8]([OH:11])[CH2:9][CH3:10].O=O.